From a dataset of Reaction yield outcomes from USPTO patents with 853,638 reactions. Predict the reaction yield, written as a fraction of the theoretical maximum amount of product (1.0 means a 100% yield; for example, 0.34 means a 34% yield). (1) The reactants are Br[C:2]1[N:7]2[N:8]=[C:9]([NH:11][C:12](=[O:19])[C:13]3[CH:18]=[CH:17][CH:16]=[CH:15][CH:14]=3)[N:10]=[C:6]2[CH:5]=[CH:4][CH:3]=1.[O:20]1[CH:24]=[CH:23][CH:22]=[C:21]1B(O)O. The product is [O:20]1[CH:24]=[CH:23][CH:22]=[C:21]1[C:2]1[N:7]2[N:8]=[C:9]([NH:11][C:12](=[O:19])[C:13]3[CH:18]=[CH:17][CH:16]=[CH:15][CH:14]=3)[N:10]=[C:6]2[CH:5]=[CH:4][CH:3]=1. No catalyst specified. The yield is 0.260. (2) The reactants are [C:1]([N:8]1[CH:12]=[CH:11]N=C1)(N1C=CN=C1)=[O:2].C(OC([N:20]1[CH2:25][CH2:24][CH:23]([OH:26])[CH2:22][CH2:21]1)=O)(C)(C)C.[CH:27]([C:30]1[CH:36]=CC(N)=[CH:32][CH:31]=1)([CH3:29])[CH3:28].C(O)(C(F)(F)F)=O. The catalyst is C(Cl)Cl. The product is [NH:20]1[CH2:21][CH2:22][CH:23]([O:26][C:1](=[O:2])[NH:8][C:12]2[CH:11]=[CH:36][C:30]([CH:27]([CH3:29])[CH3:28])=[CH:31][CH:32]=2)[CH2:24][CH2:25]1. The yield is 0.250. (3) The reactants are [Br:1][C:2]1[CH:7]=[CH:6][C:5]([OH:8])=[C:4]([F:9])[C:3]=1[F:10].C(=O)([O-])[O-].[K+].[K+].[CH3:17][C:18]([CH3:20])=[O:19]. No catalyst specified. The product is [Br:1][C:2]1[CH:7]=[CH:6][C:5]([O:8][CH2:17][CH:18]2[CH2:20][O:19]2)=[C:4]([F:9])[C:3]=1[F:10]. The yield is 0.710.